From a dataset of Full USPTO retrosynthesis dataset with 1.9M reactions from patents (1976-2016). Predict the reactants needed to synthesize the given product. (1) Given the product [CH2:1]([C:3]1[CH:8]=[CH:7][C:6]([NH:9][C:10](=[O:41])[O:11][CH2:12][C:13]2([C:30](=[O:40])[NH:31][CH2:32][C:33]3[C:38]([CH3:39])=[CH:37][CH:36]=[CH:35][N:34]=3)[CH2:18][CH2:17][N:16]([C:19](=[O:29])[CH2:20][NH2:21])[CH2:15][CH2:14]2)=[CH:5][CH:4]=1)[CH3:2], predict the reactants needed to synthesize it. The reactants are: [CH2:1]([C:3]1[CH:8]=[CH:7][C:6]([NH:9][C:10](=[O:41])[O:11][CH2:12][C:13]2([C:30](=[O:40])[NH:31][CH2:32][C:33]3[C:38]([CH3:39])=[CH:37][CH:36]=[CH:35][N:34]=3)[CH2:18][CH2:17][N:16]([C:19](=[O:29])[CH2:20][NH:21]C(OC(C)(C)C)=O)[CH2:15][CH2:14]2)=[CH:5][CH:4]=1)[CH3:2].Cl. (2) Given the product [CH3:11][O:12][CH2:13][O:4][C:3]1[CH:10]=[CH:9][C:7]([O:8][CH2:15][O:17][CH3:18])=[CH:6][CH:5]=1, predict the reactants needed to synthesize it. The reactants are: [H-].[Na+].[C:3]1([CH:10]=[CH:9][C:7]([OH:8])=[CH:6][CH:5]=1)[OH:4].[CH3:11][O:12][CH2:13]Cl.[CH2:15]([O:17][CH2:18]C)C.